This data is from Full USPTO retrosynthesis dataset with 1.9M reactions from patents (1976-2016). The task is: Predict the reactants needed to synthesize the given product. (1) Given the product [C:10]([C:9]1[CH:18]=[CH:19][CH:20]=[CH:21][C:8]=1[S:7][CH2:6][CH:3]([CH2:1][CH3:2])[CH:4]=[O:5])(=[O:11])[C:12]1[CH:17]=[CH:16][CH:15]=[CH:14][CH:13]=1, predict the reactants needed to synthesize it. The reactants are: [CH2:1]([C:3](=[CH2:6])[CH:4]=[O:5])[CH3:2].[SH:7][C:8]1[CH:21]=[CH:20][CH:19]=[CH:18][C:9]=1[C:10]([C:12]1[CH:17]=[CH:16][CH:15]=[CH:14][CH:13]=1)=[O:11]. (2) Given the product [F:1][C:2]1[CH:7]=[CH:6][C:5]([C@H:8]([NH:10][C:11]([C@H:13]2[CH2:18][CH2:17][C@H:16]([NH:19][S:20]([C:23]3[CH:28]=[CH:27][C:26]([C:42]4[CH:43]=[N:44][CH:45]=[C:40]([CH3:39])[CH:41]=4)=[CH:25][CH:24]=3)(=[O:22])=[O:21])[CH2:15][CH2:14]2)=[O:12])[CH3:9])=[CH:4][CH:3]=1, predict the reactants needed to synthesize it. The reactants are: [F:1][C:2]1[CH:7]=[CH:6][C:5]([C@H:8]([NH:10][C:11]([C@H:13]2[CH2:18][CH2:17][C@H:16]([NH:19][S:20]([C:23]3[CH:28]=[CH:27][C:26](Br)=[CH:25][CH:24]=3)(=[O:22])=[O:21])[CH2:15][CH2:14]2)=[O:12])[CH3:9])=[CH:4][CH:3]=1.C(Cl)Cl.C([O-])([O-])=O.[Na+].[Na+].[CH3:39][C:40]1[CH:41]=[C:42](B(O)O)[CH:43]=[N:44][CH:45]=1. (3) Given the product [C:1]([O:5][C:6](=[O:25])[N:7]([CH2:15][C:16]1[CH:24]=[CH:23][C:19]2[O:20][CH2:21][O:22][C:18]=2[CH:17]=1)[CH2:8][CH2:9][CH2:10][N:11]([C:27]1[S:31][N:30]=[C:29]([N:32]2[CH:36]=[CH:35][N:34]=[CH:33]2)[N:28]=1)[CH2:12][CH2:13][CH3:14])([CH3:2])([CH3:3])[CH3:4], predict the reactants needed to synthesize it. The reactants are: [C:1]([O:5][C:6](=[O:25])[N:7]([CH2:15][C:16]1[CH:24]=[CH:23][C:19]2[O:20][CH2:21][O:22][C:18]=2[CH:17]=1)[CH2:8][CH2:9][CH2:10][NH:11][CH2:12][CH2:13][CH3:14])([CH3:4])([CH3:3])[CH3:2].Cl[C:27]1[S:31][N:30]=[C:29]([N:32]2[CH:36]=[CH:35][N:34]=[CH:33]2)[N:28]=1. (4) Given the product [CH3:27][O:26][C:23]1[CH:24]=[CH:25][C:20]([CH2:19][N:16]2[CH2:17][C:18]3[C:9]([O:8][C:5]4[CH:4]=[CH:3][C:2]([NH:1][C:42]([C:38]5[C:37](=[O:45])[N:36]([C:33]6[CH:32]=[CH:31][C:30]([F:29])=[CH:35][CH:34]=6)[CH:41]=[CH:40][CH:39]=5)=[O:43])=[N:7][CH:6]=4)=[CH:10][CH:11]=[N:12][C:13]=3[NH:14][C:15]2=[O:28])=[CH:21][CH:22]=1, predict the reactants needed to synthesize it. The reactants are: [NH2:1][C:2]1[N:7]=[CH:6][C:5]([O:8][C:9]2[C:18]3[CH2:17][N:16]([CH2:19][C:20]4[CH:25]=[CH:24][C:23]([O:26][CH3:27])=[CH:22][CH:21]=4)[C:15](=[O:28])[NH:14][C:13]=3[N:12]=[CH:11][CH:10]=2)=[CH:4][CH:3]=1.[F:29][C:30]1[CH:35]=[CH:34][C:33]([N:36]2[CH:41]=[CH:40][CH:39]=[C:38]([C:42](O)=[O:43])[C:37]2=[O:45])=[CH:32][CH:31]=1.C(N(CC)C(C)C)(C)C. (5) The reactants are: Br[C:2]1[CH:3]=[CH:4][C:5]2[N:9]=[CH:8][N:7]([C:10]3[CH:15]=[CH:14][N:13]=[CH:12][CH:11]=3)[C:6]=2[CH:16]=1.[F:17][C:18]1[CH:23]=[CH:22][C:21]([N:24]2[C:28](B(O)O)=[CH:27][CH:26]=[N:25]2)=[CH:20][CH:19]=1. Given the product [F:17][C:18]1[CH:19]=[CH:20][C:21]([N:24]2[C:28]([C:2]3[CH:3]=[CH:4][C:5]4[N:9]=[CH:8][N:7]([C:10]5[CH:15]=[CH:14][N:13]=[CH:12][CH:11]=5)[C:6]=4[CH:16]=3)=[CH:27][CH:26]=[N:25]2)=[CH:22][CH:23]=1, predict the reactants needed to synthesize it. (6) Given the product [CH3:8][CH2:9][CH:1]([OH:7])[CH2:2][CH2:3][CH2:4][CH:5]=[CH2:6], predict the reactants needed to synthesize it. The reactants are: [CH:1](=[O:7])[CH2:2][CH2:3][CH2:4][CH:5]=[CH2:6].[CH2:8]([Mg]Br)[CH3:9].CCCCCC.[Mn]([O-])(=O)(=O)=O.[K+]. (7) Given the product [Br:1][C:2]1[CH:3]=[C:4]([CH:7]=[CH:8][CH:9]=1)[CH2:5][NH:11][C:12]([CH2:23][CH3:24])([CH2:21][CH3:22])[C:13]([O:15][CH:16]1[CH2:20][CH2:19][CH2:18][CH2:17]1)=[O:14], predict the reactants needed to synthesize it. The reactants are: [Br:1][C:2]1[CH:3]=[C:4]([CH:7]=[CH:8][CH:9]=1)[CH:5]=O.Cl.[NH2:11][C:12]([CH2:23][CH3:24])([CH2:21][CH3:22])[C:13]([O:15][CH:16]1[CH2:20][CH2:19][CH2:18][CH2:17]1)=[O:14].C(O[BH-](OC(=O)C)OC(=O)C)(=O)C.[Na+]. (8) Given the product [C:1]1([C:7]2[N:8]=[CH:9][N:10]([C:20]([O:22][CH2:23][CH3:24])=[O:21])[CH:11]=2)[CH:2]=[CH:3][CH:4]=[CH:5][CH:6]=1, predict the reactants needed to synthesize it. The reactants are: [C:1]1([C:7]2[N:8]=[CH:9][NH:10][CH:11]=2)[CH:6]=[CH:5][CH:4]=[CH:3][CH:2]=1.CCN(CC)CC.Cl[C:20]([O:22][CH2:23][CH3:24])=[O:21].O. (9) Given the product [CH:17]([NH:16][N:15]1[C:6]2[C:5]3[CH:4]=[CH:3][C:2]([C:23]4[CH:28]=[CH:27][CH:26]=[CH:25][CH:24]=4)=[CH:11][C:10]=3[N:9]=[C:8]([NH2:12])[C:7]=2[N:13]=[C:14]1[CH2:20][CH2:21][CH3:22])([CH3:19])[CH3:18], predict the reactants needed to synthesize it. The reactants are: Br[C:2]1[CH:3]=[CH:4][C:5]2[C:6]3[N:15]([NH:16][CH:17]([CH3:19])[CH3:18])[C:14]([CH2:20][CH2:21][CH3:22])=[N:13][C:7]=3[C:8]([NH2:12])=[N:9][C:10]=2[CH:11]=1.[C:23]1(B(O)O)[CH:28]=[CH:27][CH:26]=[CH:25][CH:24]=1.C(=O)([O-])[O-].[Na+].[Na+].O. (10) Given the product [F:1][C:2]([F:28])([F:29])[C:3]1[CH:4]=[CH:5][C:6]([C:9]2[CH:14]=[CH:13][CH:12]=[CH:11][C:10]=2[C:15]([NH:17][C:18]2[CH:27]=[CH:26][C:21]([C:22]([OH:24])=[O:23])=[CH:20][CH:19]=2)=[O:16])=[CH:7][CH:8]=1, predict the reactants needed to synthesize it. The reactants are: [F:1][C:2]([F:29])([F:28])[C:3]1[CH:8]=[CH:7][C:6]([C:9]2[CH:14]=[CH:13][CH:12]=[CH:11][C:10]=2[C:15]([NH:17][C:18]2[CH:27]=[CH:26][C:21]([C:22]([O:24]C)=[O:23])=[CH:20][CH:19]=2)=[O:16])=[CH:5][CH:4]=1.[OH-].[Na+].